This data is from Forward reaction prediction with 1.9M reactions from USPTO patents (1976-2016). The task is: Predict the product of the given reaction. (1) Given the reactants [F:1][C:2]([F:15])([F:14])[C@@H:3]([C:5]1[CH:10]=[CH:9][CH:8]=[C:7]([CH:11]([CH3:13])[CH3:12])[CH:6]=1)[NH2:4].C([O:20][C:21]([C:23]1[CH:28]=[CH:27][CH:26]=[CH:25][C:24]=1[C:29]1[CH:34]=[CH:33][C:32]([CH2:35][N:36]2[C:44]3[C:39](=[CH:40][C:41]([C:45](O)=[O:46])=[CH:42][CH:43]=3)[C:38]([CH3:48])=[C:37]2[CH3:49])=[CH:31][CH:30]=1)=[O:22])(C)(C)C, predict the reaction product. The product is: [CH3:49][C:37]1[N:36]([CH2:35][C:32]2[CH:33]=[CH:34][C:29]([C:24]3[C:23]([C:21]([OH:22])=[O:20])=[CH:28][CH:27]=[CH:26][CH:25]=3)=[CH:30][CH:31]=2)[C:44]2[C:39]([C:38]=1[CH3:48])=[CH:40][C:41]([C:45](=[O:46])[NH:4][C@H:3]([C:5]1[CH:10]=[CH:9][CH:8]=[C:7]([CH:11]([CH3:13])[CH3:12])[CH:6]=1)[C:2]([F:14])([F:15])[F:1])=[CH:42][CH:43]=2. (2) Given the reactants [CH2:1]([O:8][C:9]1[CH:10]=[N:11][C:12]2[C:17]([C:18]=1[C:19](N)=[O:20])=[N:16][C:15]([O:22][CH3:23])=[CH:14][CH:13]=2)[C:2]1[CH:7]=[CH:6][CH:5]=[CH:4][CH:3]=1.[BH4-].[Na+].C(OCC)(=O)C, predict the reaction product. The product is: [CH2:1]([O:8][C:9]1[CH:10]=[N:11][C:12]2[C:17]([C:18]=1[CH2:19][OH:20])=[N:16][C:15]([O:22][CH3:23])=[CH:14][CH:13]=2)[C:2]1[CH:3]=[CH:4][CH:5]=[CH:6][CH:7]=1. (3) Given the reactants [Br:1][C:2]1[CH:7]=[CH:6][C:5]([N+:8]([O-:10])=[O:9])=[C:4](F)[CH:3]=1.[F:12][C:13]1[CH:14]=[C:15]([CH:18]=[CH:19][CH:20]=1)[CH2:16][NH2:17].C(=O)([O-])[O-].[K+].[K+], predict the reaction product. The product is: [Br:1][C:2]1[CH:7]=[CH:6][C:5]([N+:8]([O-:10])=[O:9])=[C:4]([CH:3]=1)[NH:17][CH2:16][C:15]1[CH:18]=[CH:19][CH:20]=[C:13]([F:12])[CH:14]=1. (4) Given the reactants ClCC#N.[CH3:5][O:6][C:7]1[CH:8]=[C:9]([OH:13])[CH:10]=[CH:11][CH:12]=1.Cl.[O:15]1CCO[CH2:17][CH2:16]1, predict the reaction product. The product is: [CH3:5][O:6][C:7]1[CH:12]=[CH:11][C:10]2[C:16](=[O:15])[CH2:17][O:13][C:9]=2[CH:8]=1. (5) Given the reactants [CH3:1][O:2][C:3]1[CH:4]=[C:5]([CH:20]=[CH:21][C:22]=1[O:23][CH3:24])[O:6][CH2:7][CH2:8][N:9]1[CH2:17][CH2:16][CH:15]2[NH:18][CH:11]([CH2:12][CH2:13][CH2:14]2)[C:10]1=[O:19].CCN(C(C)C)C(C)C.[O:34]=[C:35]1[NH:39][C:38]2[CH:40]=[CH:41][C:42]([S:44](Cl)(=[O:46])=[O:45])=[CH:43][C:37]=2[S:36]1, predict the reaction product. The product is: [CH3:1][O:2][C:3]1[CH:4]=[C:5]([CH:20]=[CH:21][C:22]=1[O:23][CH3:24])[O:6][CH2:7][CH2:8][N:9]1[CH2:17][CH2:16][CH:15]2[N:18]([S:44]([C:42]3[CH:41]=[CH:40][C:38]4[NH:39][C:35](=[O:34])[S:36][C:37]=4[CH:43]=3)(=[O:46])=[O:45])[CH:11]([CH2:12][CH2:13][CH2:14]2)[C:10]1=[O:19]. (6) Given the reactants C([O-])=O.[Na+].[CH3:5][O:6][C:7]1[CH:12]=[CH:11][CH:10]=[CH:9][C:8]=1[C:13]1[CH:25]=[CH:24][C:16]([C:17]([O:19][C:20]([CH3:23])([CH3:22])[CH3:21])=[O:18])=[C:15]([N+:26]([O-])=O)[CH:14]=1.C(O)(=O)C, predict the reaction product. The product is: [NH2:26][C:15]1[CH:14]=[C:13]([C:8]2[CH:9]=[CH:10][CH:11]=[CH:12][C:7]=2[O:6][CH3:5])[CH:25]=[CH:24][C:16]=1[C:17]([O:19][C:20]([CH3:22])([CH3:23])[CH3:21])=[O:18].